Predict the product of the given reaction. From a dataset of Forward reaction prediction with 1.9M reactions from USPTO patents (1976-2016). (1) The product is: [CH3:1][C:2]1[CH:3]=[CH:4][C:5]([C:8]2[CH:13]=[CH:12][C:11]([O:14][CH2:24][C:20]3[CH:19]=[C:18]([CH:23]=[CH:22][CH:21]=3)[C:17]([OH:26])=[O:16])=[CH:10][CH:9]=2)=[CH:6][CH:7]=1. Given the reactants [CH3:1][C:2]1[CH:7]=[CH:6][C:5]([C:8]2[CH:13]=[CH:12][C:11]([OH:14])=[CH:10][CH:9]=2)=[CH:4][CH:3]=1.C[O:16][C:17](=[O:26])[C:18]1[CH:23]=[CH:22][CH:21]=[C:20]([CH2:24]Br)[CH:19]=1, predict the reaction product. (2) Given the reactants Cl.[N:2]1[CH:7]=[CH:6][C:5]([N:8]2[CH2:37][CH2:36][C:11]3([CH2:16][CH2:15][N:14]([C:17]([C:19]4[CH:20]=[CH:21][CH:22]=[C:23]5[C:28]=4[CH2:27][N:26](C(OC(C)(C)C)=O)[CH2:25][CH2:24]5)=[O:18])[CH2:13][CH2:12]3)[CH2:10][CH2:9]2)=[CH:4][CH:3]=1, predict the reaction product. The product is: [N:2]1[CH:3]=[CH:4][C:5]([N:8]2[CH2:37][CH2:36][C:11]3([CH2:12][CH2:13][N:14]([C:17]([C:19]4[CH:20]=[CH:21][CH:22]=[C:23]5[C:28]=4[CH2:27][NH:26][CH2:25][CH2:24]5)=[O:18])[CH2:15][CH2:16]3)[CH2:10][CH2:9]2)=[CH:6][CH:7]=1. (3) Given the reactants C(OC([N:8]1[CH2:12][CH2:11][CH2:10][C@H:9]1[C:13](=[O:26])[NH:14][C:15]1[CH:20]=[CH:19][CH:18]=[C:17]([O:21][C:22]([F:25])([F:24])[F:23])[CH:16]=1)=O)(C)(C)C.[C:27]([OH:33])([C:29]([F:32])([F:31])[F:30])=[O:28], predict the reaction product. The product is: [F:24][C:22]([F:23])([F:25])[O:21][C:17]1[CH:16]=[C:15]([NH:14][C:13]([C@@H:9]2[CH2:10][CH2:11][CH2:12][NH:8]2)=[O:26])[CH:20]=[CH:19][CH:18]=1.[C:27]([OH:33])([C:29]([F:32])([F:31])[F:30])=[O:28].